This data is from Forward reaction prediction with 1.9M reactions from USPTO patents (1976-2016). The task is: Predict the product of the given reaction. The product is: [CH3:20][C:19]1[CH:21]=[CH:22][C:16]([S:13]([O:1][CH2:2][C:3]2[CH:8]=[CH:7][CH:6]=[C:5]([CH2:9][OH:10])[N:4]=2)(=[O:15])=[O:14])=[CH:17][CH:18]=1. Given the reactants [OH:1][CH2:2][C:3]1[CH:8]=[CH:7][CH:6]=[C:5]([CH2:9][OH:10])[N:4]=1.[I-].[K+].[S:13](Cl)([C:16]1[CH:22]=[CH:21][C:19]([CH3:20])=[CH:18][CH:17]=1)(=[O:15])=[O:14], predict the reaction product.